Dataset: Retrosynthesis with 50K atom-mapped reactions and 10 reaction types from USPTO. Task: Predict the reactants needed to synthesize the given product. (1) Given the product COC(=O)c1ccc2c(c1C)NCCC2, predict the reactants needed to synthesize it. The reactants are: COC(=O)c1ccc2cccnc2c1C. (2) Given the product COc1ccc(N(C)c2nc(CN)nc3ccccc23)cc1Cl, predict the reactants needed to synthesize it. The reactants are: CN(C)C=O.COc1ccc(N(C)c2nc(CCl)nc3ccccc23)cc1Cl.